This data is from Full USPTO retrosynthesis dataset with 1.9M reactions from patents (1976-2016). The task is: Predict the reactants needed to synthesize the given product. (1) The reactants are: N1C=CC=CC=1.[NH2:7][C:8]1[CH:13]=[C:12]([CH2:14][C:15]2[C:20]([Cl:21])=[CH:19][CH:18]=[CH:17][C:16]=2[Cl:22])[N:11]=[C:10]([NH:23][C:24]2[CH:31]=[CH:30][C:27]([C:28]#[N:29])=[CH:26][CH:25]=2)[N:9]=1.[Cl:32][CH2:33][C:34](Cl)=[O:35]. Given the product [Cl:32][CH2:33][C:34]([NH:7][C:8]1[CH:13]=[C:12]([CH2:14][C:15]2[C:20]([Cl:21])=[CH:19][CH:18]=[CH:17][C:16]=2[Cl:22])[N:11]=[C:10]([NH:23][C:24]2[CH:25]=[CH:26][C:27]([C:28]#[N:29])=[CH:30][CH:31]=2)[N:9]=1)=[O:35], predict the reactants needed to synthesize it. (2) Given the product [CH3:10][C:11]1[CH:16]=[C:15]([N+:17]([O-:19])=[O:18])[CH:14]=[C:13]([CH3:20])[C:12]=1[N:21]1[CH:26]=[CH:25][CH:24]=[C:23]([CH2:27][CH2:28][OH:35])[C:22]1=[O:29], predict the reactants needed to synthesize it. The reactants are: C12BC(CCC1)CCC2.[CH3:10][C:11]1[CH:16]=[C:15]([N+:17]([O-:19])=[O:18])[CH:14]=[C:13]([CH3:20])[C:12]=1[N:21]1[CH:26]=[CH:25][CH:24]=[C:23]([CH:27]=[CH2:28])[C:22]1=[O:29].[OH-].[Na+].OO.S(=O)(O)[O-:35].[Na+]. (3) Given the product [N:14]1([C:12]2[N:13]=[C:8]([CH2:7][C:6]([O-:21])=[O:5])[NH:9][C:10](=[S:20])[CH:11]=2)[CH2:15][CH2:16][O:17][CH2:18][CH2:19]1.[Na+:2], predict the reactants needed to synthesize it. The reactants are: [OH-].[Na+:2].C([O:5][C:6](=[O:21])[CH2:7][C:8]1[NH:9][C:10](=[S:20])[CH:11]=[C:12]([N:14]2[CH2:19][CH2:18][O:17][CH2:16][CH2:15]2)[N:13]=1)C. (4) Given the product [CH2:19]([O:21][C:11]([C:8]1[CH2:9][CH2:10][C:5]2([CH2:4][CH2:3][CH2:2][CH2:1]2)[CH2:6][CH:7]=1)=[O:18])[CH3:20], predict the reactants needed to synthesize it. The reactants are: [CH2:1]1[C:5]2([CH2:10][CH2:9][C:8]([C:11]#N)=[CH:7][CH2:6]2)[CH2:4][CH2:3][CH2:2]1.S(=O)(=O)(O)O.[OH2:18].[CH2:19]([OH:21])[CH3:20].